Dataset: Full USPTO retrosynthesis dataset with 1.9M reactions from patents (1976-2016). Task: Predict the reactants needed to synthesize the given product. (1) The reactants are: [NH2:1][CH2:2][CH2:3][NH:4][C:5]1[N:13]=[C:12]([Cl:14])[N:11]=[C:10]2[C:6]=1[N:7]=[CH:8][N:9]2[CH:15]1[CH2:19][CH2:18][CH2:17][CH2:16]1.CO.[CH:22]([C:24]1[CH:33]=[CH:32][C:27]([C:28]([O:30][CH3:31])=[O:29])=[CH:26][CH:25]=1)=O.[BH3-]C#N.[Na+]. Given the product [Cl:14][C:12]1[N:11]=[C:10]2[C:6]([N:7]=[CH:8][N:9]2[CH:15]2[CH2:19][CH2:18][CH2:17][CH2:16]2)=[C:5]([NH:4][CH2:3][CH2:2][NH:1][CH2:22][C:24]2[CH:33]=[CH:32][C:27]([C:28]([O:30][CH3:31])=[O:29])=[CH:26][CH:25]=2)[N:13]=1, predict the reactants needed to synthesize it. (2) Given the product [F:17][C:18]1[CH:19]=[C:20]([C@H:26]([NH:27][C:45]([C:43]2[CH:42]=[C:41]3[C:36]([CH:37]=[N:38][C:39]([NH:48][CH2:49][CH:50]4[CH2:51][O:52][CH2:53]4)=[N:40]3)=[C:35]([F:34])[CH:44]=2)=[O:46])[C:28]2[CH:29]=[N:30][N:31]([CH3:33])[CH:32]=2)[CH:21]=[CH:22][C:23]=1[O:24][CH3:25], predict the reactants needed to synthesize it. The reactants are: ClC1C=CC([C@@H](C2C=CN(C)N=2)N)=CC=1F.[F:17][C:18]1[CH:19]=[C:20]([C@@H:26]([C:28]2[CH:29]=[N:30][N:31]([CH3:33])[CH:32]=2)[NH2:27])[CH:21]=[CH:22][C:23]=1[O:24][CH3:25].[F:34][C:35]1[CH:44]=[C:43]([C:45](O)=[O:46])[CH:42]=[C:41]2[C:36]=1[CH:37]=[N:38][C:39]([NH:48][CH2:49][CH:50]1[CH2:53][O:52][CH2:51]1)=[N:40]2. (3) Given the product [CH2:18]([O:17][C:11](=[O:16])[CH2:12][C:2]1[C:3]([C:7]([OH:9])=[O:8])=[CH:4][S:5][CH:6]=1)[CH3:19], predict the reactants needed to synthesize it. The reactants are: Br[C:2]1[C:3]([C:7]([OH:9])=[O:8])=[CH:4][S:5][CH:6]=1.[Na].[C:11]([O:17][CH2:18][CH3:19])(=[O:16])[CH2:12]C(C)=O.[O-]CC.[Na+]. (4) Given the product [CH3:1][S:2]([O:6][CH:7]([C:11]1[CH:21]=[CH:20][C:14]([C:15]([O:17][CH2:18][CH3:19])=[O:16])=[CH:13][CH:12]=1)[CH2:8][CH2:9][CH3:10])(=[O:4])=[O:3], predict the reactants needed to synthesize it. The reactants are: [CH3:1][S:2](Cl)(=[O:4])=[O:3].[OH:6][CH:7]([C:11]1[CH:21]=[CH:20][C:14]([C:15]([O:17][CH2:18][CH3:19])=[O:16])=[CH:13][CH:12]=1)[CH2:8][CH2:9][CH3:10].C(N(CC)CC)C. (5) Given the product [Cl:66][C:60]1[CH:61]=[CH:62][C:63]([Cl:65])=[CH:64][C:59]=1[C:58]([N:55]1[CH2:54][CH2:53][N:52]([C:50](=[O:51])[CH2:49][NH:48][C:31]([C:28]2[CH:27]=[C:26]([C:20]3[CH:21]=[CH:22][CH:23]=[CH:24][CH:25]=3)[NH:30][N:29]=2)=[O:33])[CH2:57][CH2:56]1)=[O:67], predict the reactants needed to synthesize it. The reactants are: C1C=CC2N(O)N=NC=2C=1.CCN(C(C)C)C(C)C.[C:20]1([C:26]2[NH:30][N:29]=[C:28]([C:31]([OH:33])=O)[CH:27]=2)[CH:25]=[CH:24][CH:23]=[CH:22][CH:21]=1.Cl.CCN=C=NCCCN(C)C.Cl.Cl.[NH2:48][CH2:49][C:50]([N:52]1[CH2:57][CH2:56][N:55]([C:58](=[O:67])[C:59]2[CH:64]=[C:63]([Cl:65])[CH:62]=[CH:61][C:60]=2[Cl:66])[CH2:54][CH2:53]1)=[O:51]. (6) Given the product [NH2:42][C:39]1[N:40]=[CH:41][C:36]([C:2]2[N:3]=[C:4]([N:22]3[CH2:27][CH2:26][O:25][CH2:24][CH2:23]3)[C:5]3[S:10][C:9]([C:11]4[CH:12]=[CH:13][C:14]([NH:17][S:18]([CH3:21])(=[O:20])=[O:19])=[N:15][CH:16]=4)=[CH:8][C:6]=3[N:7]=2)=[CH:37][N:38]=1, predict the reactants needed to synthesize it. The reactants are: Cl[C:2]1[N:3]=[C:4]([N:22]2[CH2:27][CH2:26][O:25][CH2:24][CH2:23]2)[C:5]2[S:10][C:9]([C:11]3[CH:12]=[CH:13][C:14]([NH:17][S:18]([CH3:21])(=[O:20])=[O:19])=[N:15][CH:16]=3)=[CH:8][C:6]=2[N:7]=1.CC1(C)C(C)(C)OB([C:36]2[CH:37]=[N:38][C:39]([NH2:42])=[N:40][CH:41]=2)O1.C([O-])([O-])=O.[Na+].[Na+].